Dataset: Peptide-MHC class I binding affinity with 185,985 pairs from IEDB/IMGT. Task: Regression. Given a peptide amino acid sequence and an MHC pseudo amino acid sequence, predict their binding affinity value. This is MHC class I binding data. The peptide sequence is TPLDLAIQQ. The MHC is Mamu-A2201 with pseudo-sequence Mamu-A2201. The binding affinity (normalized) is 0.